This data is from Reaction yield outcomes from USPTO patents with 853,638 reactions. The task is: Predict the reaction yield, written as a fraction of the theoretical maximum amount of product (1.0 means a 100% yield; for example, 0.34 means a 34% yield). (1) The reactants are [Cl:1][C:2]1[CH:3]=[C:4]([C:8]2[C:17]([CH:18]=[O:19])=[CH:16][C:15]([O:20][CH3:21])=[C:14]3[C:9]=2[CH:10]=[N:11][C:12]([NH:22][CH3:23])=[N:13]3)[CH:5]=[CH:6][CH:7]=1.Cl([O-])=[O:25].[Na+].O.O.P([O-])(O)(O)=O.[Na+].S(=O)(=O)(O)N.Cl. The catalyst is C1COCC1.O.C(O)(C)(C)C. The product is [C:18]([C:17]1[C:8]([C:4]2[CH:5]=[CH:6][CH:7]=[C:2]([Cl:1])[CH:3]=2)=[C:9]2[C:14](=[C:15]([O:20][CH3:21])[CH:16]=1)[N:13]=[C:12]([NH:22][CH3:23])[N:11]=[CH:10]2)([OH:25])=[O:19]. The yield is 0.480. (2) The reactants are [C:1]([C:3]([C:6]1[CH:7]=[C:8]([CH:12]=[CH:13][CH:14]=1)[C:9]([OH:11])=O)([CH3:5])[CH3:4])#[N:2].C(Cl)(=O)C(Cl)=O.O1CCCC1.[NH2:26][C:27]1[CH:28]=[C:29]([CH:44]=[CH:45][CH:46]=1)[O:30][C:31]1[CH:32]=[CH:33][C:34]2[N:35]([CH:37]=[C:38]([NH:40][C:41](=[O:43])[CH3:42])[N:39]=2)[N:36]=1. The catalyst is CN(C)C=O.CN1CCCC1=O. The product is [C:41]([NH:40][C:38]1[N:39]=[C:34]2[CH:33]=[CH:32][C:31]([O:30][C:29]3[CH:28]=[C:27]([NH:26][C:9](=[O:11])[C:8]4[CH:12]=[CH:13][CH:14]=[C:6]([C:3]([C:1]#[N:2])([CH3:4])[CH3:5])[CH:7]=4)[CH:46]=[CH:45][CH:44]=3)=[N:36][N:35]2[CH:37]=1)(=[O:43])[CH3:42]. The yield is 0.690. (3) The reactants are [C:1]([O:5][C:6]([N:8]1[CH2:13][C@@H:12]2[CH2:14][C@H:9]1[CH2:10][NH:11]2)=[O:7])([CH3:4])([CH3:3])[CH3:2].C(O[C:18]1(O[Si](C)(C)C)[CH2:20][CH2:19]1)C.C(O)(=O)C.C([BH3-])#N.[Na+].C(=O)([O-])O.[Na+]. The catalyst is CO. The product is [C:1]([O:5][C:6]([N:8]1[CH2:13][C@@H:12]2[CH2:14][C@H:9]1[CH2:10][N:11]2[CH:18]1[CH2:20][CH2:19]1)=[O:7])([CH3:4])([CH3:2])[CH3:3]. The yield is 1.00. (4) The reactants are [NH2:1][CH2:2][C:3]1[CH:10]=[CH:9][C:6]([C:7]#[N:8])=[CH:5][CH:4]=1.C(N(CC)CC)C.[CH3:18][S:19](Cl)(=[O:21])=[O:20].O. The catalyst is O1CCCC1. The product is [C:7]([C:6]1[CH:9]=[CH:10][C:3]([CH2:2][NH:1][S:19]([CH3:18])(=[O:21])=[O:20])=[CH:4][CH:5]=1)#[N:8]. The yield is 0.660. (5) The reactants are [Br:1][CH:2](O)[CH2:3][CH2:4][CH2:5][CH2:6]C.CC1C=CC(S(O)(=O)=O)=CC=1.[O:20]1[CH:25]=[CH:24][CH2:23][CH2:22][CH2:21]1.[C:26]([O-:29])(O)=O.[Na+]. The catalyst is CC(OC)(C)C. The product is [Br:1][CH2:2][CH2:3][CH2:4][CH2:5][CH2:6][CH2:26][O:29][CH:25]1[CH2:24][CH2:23][CH2:22][CH2:21][O:20]1. The yield is 0.900. (6) The reactants are C[O:2][C:3](=[O:34])[CH2:4][CH2:5][C:6]1[CH:11]=[CH:10][C:9]([O:12][CH2:13][CH2:14][CH:15]([O:17][C:18]2[CH:23]=[CH:22][C:21]([Br:24])=[CH:20][C:19]=2[C:25](=[O:32])[C:26]2[CH:31]=[CH:30][CH:29]=[CH:28][CH:27]=2)[CH3:16])=[CH:8][C:7]=1[CH3:33].[OH-].[Na+].Cl. The catalyst is CO.O. The product is [C:25]([C:19]1[CH:20]=[C:21]([Br:24])[CH:22]=[CH:23][C:18]=1[O:17][CH:15]([CH3:16])[CH2:14][CH2:13][O:12][C:9]1[CH:10]=[CH:11][C:6]([CH2:5][CH2:4][C:3]([OH:34])=[O:2])=[C:7]([CH3:33])[CH:8]=1)(=[O:32])[C:26]1[CH:27]=[CH:28][CH:29]=[CH:30][CH:31]=1. The yield is 1.00.